This data is from Full USPTO retrosynthesis dataset with 1.9M reactions from patents (1976-2016). The task is: Predict the reactants needed to synthesize the given product. Given the product [Br:1][C:2]1[CH:3]=[CH:4][C:5]([O:26][CH2:27][CH:28]([CH3:29])[CH3:30])=[C:6]([CH2:8][N:9]2[C:13]([CH3:14])=[CH:12][C:11]([NH:15][C:16](=[O:25])[C:17]3[CH:22]=[CH:21][C:20]([CH2:23][N:31]4[CH2:36][CH2:35][CH2:34][CH2:33][CH2:32]4)=[CH:19][CH:18]=3)=[N:10]2)[CH:7]=1, predict the reactants needed to synthesize it. The reactants are: [Br:1][C:2]1[CH:3]=[CH:4][C:5]([O:26][CH2:27][CH:28]([CH3:30])[CH3:29])=[C:6]([CH2:8][N:9]2[C:13]([CH3:14])=[CH:12][C:11]([NH:15][C:16](=[O:25])[C:17]3[CH:22]=[CH:21][C:20]([CH:23]=O)=[CH:19][CH:18]=3)=[N:10]2)[CH:7]=1.[NH:31]1[CH2:36][CH2:35][CH2:34][CH2:33][CH2:32]1.C(O[BH-](OC(=O)C)OC(=O)C)(=O)C.[Na+].C(O)(=O)C.